This data is from Forward reaction prediction with 1.9M reactions from USPTO patents (1976-2016). The task is: Predict the product of the given reaction. (1) Given the reactants [C:1]([OH:5])(=O)[CH2:2][OH:3].[NH2:6][CH2:7][C@H:8]([CH3:36])[O:9][C:10]1[CH:19]=[CH:18][CH:17]=[C:16]2[C:11]=1[C:12]([NH:20][C:21]1[CH:26]=[CH:25][C:24]([O:27][CH2:28][C:29]3[CH:34]=[CH:33][CH:32]=[CH:31][N:30]=3)=[C:23]([Cl:35])[CH:22]=1)=[N:13][CH:14]=[N:15]2, predict the reaction product. The product is: [Cl:35][C:23]1[CH:22]=[C:21]([NH:20][C:12]2[C:11]3[C:16](=[CH:17][CH:18]=[CH:19][C:10]=3[O:9][C@@H:8]([CH3:36])[CH2:7][NH:6][C:1](=[O:5])[CH2:2][OH:3])[N:15]=[CH:14][N:13]=2)[CH:26]=[CH:25][C:24]=1[O:27][CH2:28][C:29]1[CH:34]=[CH:33][CH:32]=[CH:31][N:30]=1. (2) Given the reactants [O:1]1[C:6]2[CH:7]=[CH:8][CH:9]=[CH:10][C:5]=2[NH:4][C:3](=[O:11])[CH2:2]1.Br[CH2:13][C@@H:14]([CH3:17])[CH2:15][OH:16].C(=O)([O-])[O-].[Cs+].[Cs+], predict the reaction product. The product is: [OH:16][CH2:15][C@H:14]([CH3:17])[CH2:13][N:4]1[C:5]2[CH:10]=[CH:9][CH:8]=[CH:7][C:6]=2[O:1][CH2:2][C:3]1=[O:11]. (3) Given the reactants CC(OC([NH:8][C@@H:9]([C@@H:16]([CH3:19])[CH2:17][CH3:18])/[CH:10]=[CH:11]/[C:12]([O:14][CH3:15])=[O:13])=O)(C)C.[C:20]([OH:26])([C:22]([F:25])([F:24])[F:23])=[O:21], predict the reaction product. The product is: [F:23][C:22]([F:25])([F:24])[C:20]([OH:26])=[O:21].[NH2:8][C@@H:9]([C@@H:16]([CH3:19])[CH2:17][CH3:18])/[CH:10]=[CH:11]/[C:12]([O:14][CH3:15])=[O:13]. (4) Given the reactants [Cl:1][C:2]1[N:10]=[C:9]2[C:5]([N:6]=[CH:7][N:8]2[CH:11]2[CH2:16][CH2:15][CH2:14][CH2:13][O:12]2)=[C:4]([N:17]2[CH2:22][CH2:21][O:20][CH2:19][CH2:18]2)[N:3]=1.CN(CCN(C)C)C.[Li]CCCC.ClCC[I:39], predict the reaction product. The product is: [Cl:1][C:2]1[N:10]=[C:9]2[C:5]([N:6]=[C:7]([I:39])[N:8]2[CH:11]2[CH2:16][CH2:15][CH2:14][CH2:13][O:12]2)=[C:4]([N:17]2[CH2:22][CH2:21][O:20][CH2:19][CH2:18]2)[N:3]=1. (5) The product is: [C:1]1([C:7]2[C:16]3[C:11](=[CH:12][CH:13]=[CH:14][CH:15]=3)[N:10]=[C:9]([CH:17]3[CH2:22][CH2:21][CH2:20][NH:19][CH2:18]3)[N:8]=2)[CH:2]=[CH:3][CH:4]=[CH:5][CH:6]=1. Given the reactants [C:1]1([C:7]2[C:16]3[C:11](=[CH:12][CH:13]=[CH:14][CH:15]=3)[N:10]=[C:9]([CH:17]3[CH2:22][CH2:21][CH2:20][N:19](C(OC(C)(C)C)=O)[CH2:18]3)[N:8]=2)[CH:6]=[CH:5][CH:4]=[CH:3][CH:2]=1.CC(O)=O, predict the reaction product. (6) Given the reactants C1(C(C2C=CC=CC=2)(C2C=CC=CC=2)[N:8]2[CH:12]=[C:11]([CH2:13][CH2:14][OH:15])[N:10]=[CH:9]2)C=CC=CC=1.Br[CH2:29][C:30]1[CH:37]=[CH:36][C:33]([C:34]#[N:35])=[CH:32][CH:31]=1, predict the reaction product. The product is: [OH:15][CH2:14][CH2:13][C:11]1[N:10]([CH2:29][C:30]2[CH:37]=[CH:36][C:33]([C:34]#[N:35])=[CH:32][CH:31]=2)[CH:9]=[N:8][CH:12]=1. (7) Given the reactants C(OC([N:8]1[CH2:13][CH2:12][CH:11]([C:14]2[S:15][CH:16]=[C:17]([C:19]([N:21]3[C@H:30]4[C@@H:25]([CH2:26][CH2:27][CH2:28][CH2:29]4)[CH2:24][CH2:23][CH2:22]3)=[O:20])[CH:18]=2)[CH2:10][CH2:9]1)=O)(C)(C)C.C(O)(C(F)(F)F)=O, predict the reaction product. The product is: [N:21]1([C:19]([C:17]2[CH:18]=[C:14]([CH:11]3[CH2:10][CH2:9][NH:8][CH2:13][CH2:12]3)[S:15][CH:16]=2)=[O:20])[C@H:30]2[C@@H:25]([CH2:26][CH2:27][CH2:28][CH2:29]2)[CH2:24][CH2:23][CH2:22]1. (8) Given the reactants Cl[CH2:2][C:3]([N:5]1[CH2:9][CH2:8][CH2:7][CH2:6]1)=[O:4].[I-].[K+].[CH3:12][S:13]([C:16]1[CH:17]=[C:18]2[C:22](=[CH:23][CH:24]=1)[N:21]([C:25]1[CH:30]=[CH:29][C:28]([O:31][CH:32]3[CH2:37][CH2:36][NH:35][CH2:34][CH2:33]3)=[CH:27][N:26]=1)[CH:20]=[CH:19]2)(=[O:15])=[O:14].C(=O)([O-])[O-].[K+].[K+], predict the reaction product. The product is: [CH3:12][S:13]([C:16]1[CH:17]=[C:18]2[C:22](=[CH:23][CH:24]=1)[N:21]([C:25]1[N:26]=[CH:27][C:28]([O:31][CH:32]3[CH2:37][CH2:36][N:35]([CH2:2][C:3]([N:5]4[CH2:9][CH2:8][CH2:7][CH2:6]4)=[O:4])[CH2:34][CH2:33]3)=[CH:29][CH:30]=1)[CH:20]=[CH:19]2)(=[O:14])=[O:15]. (9) Given the reactants [Br:1][C:2]1[N:7]=[CH:6][C:5]([CH:8]([OH:14])[CH2:9][NH:10][CH2:11][CH2:12][OH:13])=[CH:4][C:3]=1[CH3:15].[CH3:16][C:17]([O:20][C:21](O[C:21]([O:20][C:17]([CH3:19])([CH3:18])[CH3:16])=[O:22])=[O:22])([CH3:19])[CH3:18].CCOC(C)=O, predict the reaction product. The product is: [Br:1][C:2]1[N:7]=[CH:6][C:5]([CH:8]([OH:14])[CH2:9][N:10]([CH2:11][CH2:12][OH:13])[C:21](=[O:22])[O:20][C:17]([CH3:19])([CH3:18])[CH3:16])=[CH:4][C:3]=1[CH3:15].